This data is from Reaction yield outcomes from USPTO patents with 853,638 reactions. The task is: Predict the reaction yield, written as a fraction of the theoretical maximum amount of product (1.0 means a 100% yield; for example, 0.34 means a 34% yield). (1) The reactants are Br[CH2:2][CH2:3][CH2:4][CH2:5][C:6](Cl)=[O:7].[F:9][C:10]1[CH:15]=[CH:14][C:13]([C@@H:16]([NH2:18])[CH3:17])=[CH:12][CH:11]=1.[OH-].[Na+]. The catalyst is C1(C)C=CC=CC=1.[Cl-].C([N+](CC)(CC)CC)C1C=CC=CC=1. The product is [F:9][C:10]1[CH:15]=[CH:14][C:13]([CH:16]([N:18]2[CH2:2][CH2:3][CH2:4][CH2:5][C:6]2=[O:7])[CH3:17])=[CH:12][CH:11]=1. The yield is 0.870. (2) The reactants are [Br:1][C:2]1[CH:3]=[N:4][CH:5]=[C:6]([CH:10]=1)[C:7](O)=[O:8].N1C=CC=CC=1.Cl.[CH3:18][O:19][NH:20][CH3:21].O. The catalyst is S(Cl)(Cl)=O.ClCCl. The product is [Br:1][C:2]1[CH:3]=[N:4][CH:5]=[C:6]([CH:10]=1)[C:7]([N:20]([O:19][CH3:18])[CH3:21])=[O:8]. The yield is 0.970.